The task is: Predict the product of the given reaction.. This data is from Forward reaction prediction with 1.9M reactions from USPTO patents (1976-2016). (1) The product is: [CH:16]1([CH2:21][C@@H:22]([C:23]([NH:14][NH:13][C:10]2[C:11]([F:12])=[C:6]([N:1]3[CH2:2][CH:3]=[CH:4][CH2:5]3)[N:7]=[C:8]([CH3:15])[N:9]=2)=[O:24])[CH2:26][N:27]([O:28][CH:29]2[CH2:34][CH2:33][CH2:32][CH2:31][O:30]2)[CH:35]=[O:36])[CH2:20][CH2:19][CH2:18][CH2:17]1. Given the reactants [N:1]1([C:6]2[C:11]([F:12])=[C:10]([NH:13][NH2:14])[N:9]=[C:8]([CH3:15])[N:7]=2)[CH2:5][CH:4]=[CH:3][CH2:2]1.[CH:16]1([CH2:21][C@H:22]([CH2:26][N:27]([CH:35]=[O:36])[O:28][CH:29]2[CH2:34][CH2:33][CH2:32][CH2:31][O:30]2)[C:23](O)=[O:24])[CH2:20][CH2:19][CH2:18][CH2:17]1.C1C=NC2N(O)N=NC=2C=1.CN1CCOCC1.C(Cl)CCl, predict the reaction product. (2) The product is: [N+:1]([C:4]1[CH:11]=[C:10]([N+:12]([O-:14])=[O:13])[CH:9]=[CH:8][C:5]=1[CH:6]([OH:7])[C:16](=[CH2:17])[C:15]([O:19][CH3:20])=[O:18])([O-:3])=[O:2]. Given the reactants [N+:1]([C:4]1[CH:11]=[C:10]([N+:12]([O-:14])=[O:13])[CH:9]=[CH:8][C:5]=1[CH:6]=[O:7])([O-:3])=[O:2].[C:15]([O:19][CH3:20])(=[O:18])[CH:16]=[CH2:17].C1N2CCN(CC2)C1, predict the reaction product. (3) Given the reactants [Cl:1][C:2]1[CH:7]=[N:6][CH:5]=[C:4]2[S:8][C:9]([C:11]([OH:13])=[O:12])=[CH:10][C:3]=12.C([O-])(O)=O.[Na+], predict the reaction product. The product is: [Cl:1][C:2]1[CH:7]=[N:6][CH:5]=[C:4]2[S:8][C:9]([C:11]([O:13][C:3]([CH3:10])([CH3:4])[CH3:2])=[O:12])=[CH:10][C:3]=12. (4) Given the reactants [NH2:1][C:2]1[N:6]([C:7]2[CH:12]=CC=C[CH:8]=2)[N:5]=[CH:4][C:3]=1[C:13]([NH2:15])=[O:14].C(O[C:21]([NH:23][CH:24]([CH3:30])[C:25](OCC)=O)=O)(C)(C)C.[C:31](OC(NCC(OCC)=O)=O)(C)(C)C, predict the reaction product. The product is: [CH:7]([N:6]1[C:2]2[N:1]=[C:25]3[CH:24]([CH3:30])[NH:23][CH2:21][CH2:31][N:15]3[C:13](=[O:14])[C:3]=2[CH:4]=[N:5]1)([CH3:8])[CH3:12].